This data is from Catalyst prediction with 721,799 reactions and 888 catalyst types from USPTO. The task is: Predict which catalyst facilitates the given reaction. Reactant: [B:10]1([B:10]2[O:14][C:13]([CH3:16])([CH3:15])[C:12]([CH3:18])([CH3:17])[O:11]2)[O:14][C:13]([CH3:16])([CH3:15])[C:12]([CH3:18])([CH3:17])[O:11]1.Br[C:20]1[CH:21]=[CH:22][C:23]([O:30][CH3:31])=[C:24]([S:26]([NH2:29])(=[O:28])=[O:27])[CH:25]=1.C([O-])(=O)C.[K+]. Product: [CH3:31][O:30][C:23]1[CH:22]=[CH:21][C:20]([B:10]2[O:11][C:12]([CH3:17])([CH3:18])[C:13]([CH3:15])([CH3:16])[O:14]2)=[CH:25][C:24]=1[S:26]([NH2:29])(=[O:28])=[O:27]. The catalyst class is: 75.